The task is: Binary Classification. Given a drug SMILES string, predict its activity (active/inactive) in a high-throughput screening assay against a specified biological target.. This data is from Serine/threonine kinase 33 screen with 319,792 compounds. (1) The molecule is S1\C(=C/c2cc(OC)c(O)cc2)C(=O)N=C1N. The result is 1 (active). (2) The drug is O=c1n(C2CCCCC2)cc(cc1C#N)C(=O)c1c(OCC(=O)Nc2cc(ccc2)C(=O)C)cccc1. The result is 0 (inactive). (3) The drug is s1c(c2oc(c3ccc(F)cc3)cn2)ccc1. The result is 0 (inactive). (4) The molecule is S(CC(=O)N(Cc1ccccc1)CC)c1nc([nH]n1)N. The result is 0 (inactive). (5) The result is 0 (inactive). The drug is S(=O)(=O)(NCC(=O)NCCCc1ccccc1)c1cc([N+]([O-])=O)c(NC)cc1.